This data is from Catalyst prediction with 721,799 reactions and 888 catalyst types from USPTO. The task is: Predict which catalyst facilitates the given reaction. (1) Reactant: [CH3:1][O:2][C:3]1[CH:20]=[CH:19][C:18]2[C@@H:17]3[C@H:8]([C@H:9]4[C@@:13]([CH2:15][CH2:16]3)([CH3:14])[C@@H:12]([O:21]COC)[CH2:11][C@@H:10]4[CH3:25])[CH2:7][CH2:6][C:5]=2[CH:4]=1.Cl.C([O-])(O)=O.[Na+]. Product: [CH3:1][O:2][C:3]1[CH:20]=[CH:19][C:18]2[C@@H:17]3[C@H:8]([C@H:9]4[C@@:13]([CH2:15][CH2:16]3)([CH3:14])[C@@H:12]([OH:21])[CH2:11][C@@H:10]4[CH3:25])[CH2:7][CH2:6][C:5]=2[CH:4]=1. The catalyst class is: 5. (2) Reactant: [OH-].[K+].[CH3:3][O:4][C:5](=[O:30])[CH:6]([NH:15][C:16]1[CH:21]=[CH:20][CH:19]=[CH:18][C:17]=1[C:22](=[O:29])[C:23]1[CH:28]=[CH:27][CH:26]=[CH:25][CH:24]=1)[CH2:7][C:8]1[CH:13]=[CH:12][C:11]([OH:14])=[CH:10][CH:9]=1.[Br:31][CH2:32][CH2:33]Br. Product: [CH3:3][O:4][C:5](=[O:30])[CH:6]([NH:15][C:16]1[CH:21]=[CH:20][CH:19]=[CH:18][C:17]=1[C:22](=[O:29])[C:23]1[CH:28]=[CH:27][CH:26]=[CH:25][CH:24]=1)[CH2:7][C:8]1[CH:9]=[CH:10][C:11]([O:14][CH2:33][CH2:32][Br:31])=[CH:12][CH:13]=1. The catalyst class is: 8. (3) Reactant: [F:1][C:2]1[CH:7]=[CH:6][C:5]([CH:8]2[C:17]([CH3:19])([CH3:18])[CH2:16][C:15]3[C:10](=[CH:11][CH:12]=[C:13]([C:20]([O:22][CH3:23])=[O:21])[CH:14]=3)[NH:9]2)=[CH:4][C:3]=1[N+:24]([O-])=O.C(N(CC)C(C)C)(C)C.[C:36](Cl)(=[O:43])[C:37]1[CH:42]=[CH:41][CH:40]=[CH:39][CH:38]=1. Product: [C:36]([NH:24][C:3]1[CH:4]=[C:5]([CH:8]2[C:17]([CH3:19])([CH3:18])[CH2:16][C:15]3[C:10](=[CH:11][CH:12]=[C:13]([C:20]([O:22][CH3:23])=[O:21])[CH:14]=3)[NH:9]2)[CH:6]=[CH:7][C:2]=1[F:1])(=[O:43])[C:37]1[CH:42]=[CH:41][CH:40]=[CH:39][CH:38]=1. The catalyst class is: 4. (4) Reactant: [OH:1]O.[N+:3]1([O-:17])[C:8]2[CH:9]=[C:10]3[C:14](=[CH:15][C:7]=2[N:6]=[C:5]([NH2:16])[N:4]=1)[CH2:13][CH2:12][CH2:11]3.N. Product: [N+:3]1([O-:17])[C:8]2[CH:9]=[C:10]3[C:14](=[CH:15][C:7]=2[N+:6]([O-:1])=[C:5]([NH2:16])[N:4]=1)[CH2:13][CH2:12][CH2:11]3. The catalyst class is: 52. (5) Reactant: [ClH:1].[C:2]1([C@@H:8]2[CH2:10][C@H:9]2[N:11]([CH2:19][CH2:20][CH:21]2[CH2:26][CH2:25][O:24][CH2:23][CH2:22]2)C(=O)OC(C)(C)C)[CH:7]=[CH:6][CH:5]=[CH:4][CH:3]=1. Product: [ClH:1].[C:2]1([C@@H:8]2[CH2:10][C@H:9]2[NH:11][CH2:19][CH2:20][CH:21]2[CH2:26][CH2:25][O:24][CH2:23][CH2:22]2)[CH:3]=[CH:4][CH:5]=[CH:6][CH:7]=1. The catalyst class is: 27.